Task: Regression. Given two drug SMILES strings and cell line genomic features, predict the synergy score measuring deviation from expected non-interaction effect.. Dataset: NCI-60 drug combinations with 297,098 pairs across 59 cell lines (1) Drug 1: CC1=CC2C(CCC3(C2CCC3(C(=O)C)OC(=O)C)C)C4(C1=CC(=O)CC4)C. Drug 2: C1=CC(=CC=C1CC(C(=O)O)N)N(CCCl)CCCl.Cl. Cell line: M14. Synergy scores: CSS=1.97, Synergy_ZIP=1.65, Synergy_Bliss=5.58, Synergy_Loewe=-1.21, Synergy_HSA=1.13. (2) Drug 1: C1CC(=O)NC(=O)C1N2CC3=C(C2=O)C=CC=C3N. Drug 2: C1C(C(OC1N2C=NC(=NC2=O)N)CO)O. Cell line: NCI-H460. Synergy scores: CSS=9.21, Synergy_ZIP=-2.15, Synergy_Bliss=-0.672, Synergy_Loewe=0.445, Synergy_HSA=1.84. (3) Cell line: SF-295. Synergy scores: CSS=63.1, Synergy_ZIP=1.80, Synergy_Bliss=0.0184, Synergy_Loewe=-1.71, Synergy_HSA=-0.825. Drug 2: CCCCC(=O)OCC(=O)C1(CC(C2=C(C1)C(=C3C(=C2O)C(=O)C4=C(C3=O)C=CC=C4OC)O)OC5CC(C(C(O5)C)O)NC(=O)C(F)(F)F)O. Drug 1: C1=CC(=CC=C1C#N)C(C2=CC=C(C=C2)C#N)N3C=NC=N3. (4) Drug 1: COC1=C(C=C2C(=C1)N=CN=C2NC3=CC(=C(C=C3)F)Cl)OCCCN4CCOCC4. Cell line: SF-295. Synergy scores: CSS=8.43, Synergy_ZIP=-1.30, Synergy_Bliss=1.61, Synergy_Loewe=3.73, Synergy_HSA=3.23. Drug 2: CCCCC(=O)OCC(=O)C1(CC(C2=C(C1)C(=C3C(=C2O)C(=O)C4=C(C3=O)C=CC=C4OC)O)OC5CC(C(C(O5)C)O)NC(=O)C(F)(F)F)O. (5) Drug 1: C1=C(C(=O)NC(=O)N1)N(CCCl)CCCl. Drug 2: C1CN(P(=O)(OC1)NCCCl)CCCl. Cell line: U251. Synergy scores: CSS=12.0, Synergy_ZIP=-13.1, Synergy_Bliss=-10.5, Synergy_Loewe=-33.1, Synergy_HSA=-10.3. (6) Drug 1: C1CN1C2=NC(=NC(=N2)N3CC3)N4CC4. Drug 2: CCN(CC)CCCC(C)NC1=C2C=C(C=CC2=NC3=C1C=CC(=C3)Cl)OC. Cell line: A549. Synergy scores: CSS=21.2, Synergy_ZIP=-4.66, Synergy_Bliss=-8.73, Synergy_Loewe=-21.3, Synergy_HSA=-7.60.